From a dataset of Full USPTO retrosynthesis dataset with 1.9M reactions from patents (1976-2016). Predict the reactants needed to synthesize the given product. (1) Given the product [CH3:22][O:21][C:19](=[O:20])[C:14]([C:11]1[CH:12]=[CH:13][C:8]([C:6]([O:5][C:1]([CH3:3])([CH3:4])[CH3:2])=[O:7])=[CH:9][CH:10]=1)([F:26])[C:15]([O:17][CH3:18])=[O:16], predict the reactants needed to synthesize it. The reactants are: [C:1]([O:5][C:6]([C:8]1[CH:13]=[CH:12][C:11]([CH:14]([C:19]([O:21][CH3:22])=[O:20])[C:15]([O:17][CH3:18])=[O:16])=[CH:10][CH:9]=1)=[O:7])([CH3:4])([CH3:3])[CH3:2].[H-].[Na+].[B-](F)(F)(F)[F:26].[B-](F)(F)(F)F.C1[N+]2(CCl)CC[N+](F)(CC2)C1. (2) Given the product [CH2:1]([C@@H:8]([C@@H:9]([CH:11]1[CH2:15][C@@H:14]([O:16][CH2:17][C:18]2[CH:23]=[CH:22][CH:21]=[CH:20][CH:19]=2)[CH2:13][N:12]1[C:24]([O:26][C:27]([CH3:29])([CH3:28])[CH3:30])=[O:25])[OH:10])[C:31]([OH:42])=[O:32])[C:2]1[CH:3]=[CH:4][CH:5]=[CH:6][CH:7]=1, predict the reactants needed to synthesize it. The reactants are: [CH2:1]([C@H:8]([C:31](N1[C@@H](C(C)C)COC1=O)=[O:32])[C@@H:9]([CH:11]1[CH2:15][C@@H:14]([O:16][CH2:17][C:18]2[CH:23]=[CH:22][CH:21]=[CH:20][CH:19]=2)[CH2:13][N:12]1[C:24]([O:26][C:27]([CH3:30])([CH3:29])[CH3:28])=[O:25])[OH:10])[C:2]1[CH:7]=[CH:6][CH:5]=[CH:4][CH:3]=1.[OH:42]O.O[Li].O.